Task: Predict the product of the given reaction.. Dataset: Forward reaction prediction with 1.9M reactions from USPTO patents (1976-2016) (1) Given the reactants [CH2:1]([O:3][C:4]([C:6]1[C:7]2[C:22](=[O:23])[CH2:21][CH2:20][CH2:19][CH2:18][C:8]=2[N:9](C(OC(C)(C)C)=O)[CH:10]=1)=[O:5])[CH3:2].[CH3:24][N:25](C(N(C)C)N(C)C)C.Cl.NO, predict the reaction product. The product is: [CH2:1]([O:3][C:4]([C:6]1[C:7]2[C:22]3[O:23][N:25]=[CH:24][C:21]=3[CH2:20][CH2:19][CH2:18][C:8]=2[NH:9][CH:10]=1)=[O:5])[CH3:2]. (2) Given the reactants [CH3:1][N:2]1[CH2:7][CH2:6][N:5]([C:8]2[CH:9]=[CH:10][C:11]([C:14]([OH:16])=O)=[N:12][CH:13]=2)[CH2:4][CH2:3]1.CCN(C(C)C)C(C)C.ClC(OCC)=O.[NH2:32][C:33]1[CH:38]=[CH:37][C:36]([NH:39][C:40]([NH:42][C:43]2[CH:47]=[C:46]([C:48]([CH3:51])([CH3:50])[CH3:49])[O:45][N:44]=2)=[O:41])=[CH:35][CH:34]=1, predict the reaction product. The product is: [C:48]([C:46]1[O:45][N:44]=[C:43]([NH:42][C:40](=[O:41])[NH:39][C:36]2[CH:35]=[CH:34][C:33]([NH:32][C:14](=[O:16])[C:11]3[CH:10]=[CH:9][C:8]([N:5]4[CH2:4][CH2:3][N:2]([CH3:1])[CH2:7][CH2:6]4)=[CH:13][N:12]=3)=[CH:38][CH:37]=2)[CH:47]=1)([CH3:51])([CH3:49])[CH3:50]. (3) Given the reactants C([Mg]Cl)(C)C.C(O[C:9]([C:11]1[C:12]([CH2:23][O:24][CH:25]2[CH2:30][CH2:29][CH2:28][CH2:27][O:26]2)=[N:13][O:14][C:15]=1[C:16]1[CH:21]=[CH:20][CH:19]=[CH:18][C:17]=1[Cl:22])=[O:10])C.Cl.[CH3:32][NH:33][O:34][CH3:35], predict the reaction product. The product is: [CH3:35][O:34][N:33]([CH3:32])[C:9]([C:11]1[C:12]([CH2:23][O:24][CH:25]2[CH2:30][CH2:29][CH2:28][CH2:27][O:26]2)=[N:13][O:14][C:15]=1[C:16]1[CH:21]=[CH:20][CH:19]=[CH:18][C:17]=1[Cl:22])=[O:10].